From a dataset of Catalyst prediction with 721,799 reactions and 888 catalyst types from USPTO. Predict which catalyst facilitates the given reaction. Reactant: [NH2:1][C:2]1[C:6]2[C:7]([C:27]3[CH:32]=[CH:31][C:30]([O:33][C:34]4[CH:39]=[CH:38][CH:37]=[CH:36][CH:35]=4)=[CH:29][CH:28]=3)=[N:8][C:9]([CH:11]3[CH2:16][CH2:15][N:14](C(OCC4C=CC=CC=4)=O)[CH2:13][CH2:12]3)=[CH:10][C:5]=2[NH:4][N:3]=1.Cl. Product: [O:33]([C:30]1[CH:29]=[CH:28][C:27]([C:7]2[C:6]3[C:2]([NH2:1])=[N:3][NH:4][C:5]=3[CH:10]=[C:9]([CH:11]3[CH2:16][CH2:15][NH:14][CH2:13][CH2:12]3)[N:8]=2)=[CH:32][CH:31]=1)[C:34]1[CH:39]=[CH:38][CH:37]=[CH:36][CH:35]=1. The catalyst class is: 5.